From a dataset of Full USPTO retrosynthesis dataset with 1.9M reactions from patents (1976-2016). Predict the reactants needed to synthesize the given product. (1) Given the product [N+:8]([C:5]1[CH:6]=[CH:7][C:2]([O:11][C:12]2[CH:13]=[CH:14][C:15]([C:18]([O:20][CH3:21])=[O:19])=[CH:16][CH:17]=2)=[N:3][CH:4]=1)([O-:10])=[O:9], predict the reactants needed to synthesize it. The reactants are: Cl[C:2]1[CH:7]=[CH:6][C:5]([N+:8]([O-:10])=[O:9])=[CH:4][N:3]=1.[OH:11][C:12]1[CH:17]=[CH:16][C:15]([C:18]([O:20][CH3:21])=[O:19])=[CH:14][CH:13]=1.C(=O)([O-])[O-].[K+].[K+].O. (2) The reactants are: Cl[S:2]([C:5]1[C:6]([CH3:13])=[C:7]([C:10]([OH:12])=O)[S:8][CH:9]=1)(=[O:4])=[O:3].[F:14][C:15]([F:25])([F:24])[O:16][C:17]1[CH:22]=[CH:21][C:20]([NH2:23])=[CH:19][CH:18]=1.[C:26]([O:35]C)(=[O:34])[C:27]1[C:28](=[CH:30][CH:31]=[CH:32][CH:33]=1)[NH2:29]. Given the product [CH3:13][C:6]1[C:5]([S:2](=[O:3])(=[O:4])[NH:23][C:20]2[CH:19]=[CH:18][C:17]([O:16][C:15]([F:24])([F:25])[F:14])=[CH:22][CH:21]=2)=[CH:9][S:8][C:7]=1[C:10]([NH:29][C:28]1[CH:30]=[CH:31][CH:32]=[CH:33][C:27]=1[C:26]([OH:35])=[O:34])=[O:12], predict the reactants needed to synthesize it. (3) Given the product [Cl:1][C:2]1[CH:7]=[C:6]2[NH:8][C:9](=[O:32])[C:10]3([CH:15]([C:16]4[CH:21]=[CH:20][CH:19]=[C:18]([Cl:22])[CH:17]=4)[CH2:14][C:13](=[O:23])[N:12]([CH2:46][CH2:45][CH2:44][Cl:43])[CH:11]3[C:24]3[CH:29]=[C:28]([F:30])[CH:27]=[CH:26][C:25]=3[CH3:31])[C:5]2=[CH:4][CH:3]=1.[CH3:33][O:34][CH:35]([Si:37]([CH3:40])([CH3:39])[CH3:38])[CH3:36], predict the reactants needed to synthesize it. The reactants are: [Cl:1][C:2]1[CH:7]=[C:6]2[NH:8][C:9](=[O:32])[C:10]3([CH:15]([C:16]4[CH:21]=[CH:20][CH:19]=[C:18]([Cl:22])[CH:17]=4)[CH2:14][C:13](=[O:23])[NH:12][CH:11]3[C:24]3[CH:29]=[C:28]([F:30])[CH:27]=[CH:26][C:25]=3[CH3:31])[C:5]2=[CH:4][CH:3]=1.[CH3:33][O:34][CH:35]([Si:37]([CH3:40])([CH3:39])[CH3:38])[CH3:36].[H-].[Li+].[Cl:43][CH2:44][CH2:45][CH2:46]I. (4) The reactants are: [C:1]1([C:7]2[S:12][C:11]3[CH:13]=[CH:14][CH:15]=[CH:16][C:10]=3[O:9][C:8]=2[C:17]2[CH:22]=[CH:21][C:20]([OH:23])=[CH:19][CH:18]=2)[CH:6]=[CH:5][CH:4]=[CH:3][CH:2]=1.[N:24]1([CH2:30][CH2:31]O)[CH2:29][CH2:28][CH2:27][CH2:26][CH2:25]1. Given the product [C:1]1([C:7]2[S:12][C:11]3[CH:13]=[CH:14][CH:15]=[CH:16][C:10]=3[O:9][C:8]=2[C:17]2[CH:18]=[CH:19][C:20]([O:23][CH2:31][CH2:30][N:24]3[CH2:29][CH2:28][CH2:27][CH2:26][CH2:25]3)=[CH:21][CH:22]=2)[CH:2]=[CH:3][CH:4]=[CH:5][CH:6]=1, predict the reactants needed to synthesize it. (5) Given the product [O:25]1[CH2:26][CH2:27][N:22]([C:4]2[C:5]3[O:10][C:9]([CH2:11][N:12]4[CH2:17][CH2:16][N:15]([S:18]([CH3:21])(=[O:20])=[O:19])[CH2:14][CH2:13]4)=[CH:8][C:6]=3[N:7]=[C:2]([C:36]3[CH:37]=[C:38]([CH:42]=[O:43])[CH:39]=[N:40][CH:41]=3)[N:3]=2)[CH2:23][CH2:24]1, predict the reactants needed to synthesize it. The reactants are: Cl[C:2]1[N:3]=[C:4]([N:22]2[CH2:27][CH2:26][O:25][CH2:24][CH2:23]2)[C:5]2[O:10][C:9]([CH2:11][N:12]3[CH2:17][CH2:16][N:15]([S:18]([CH3:21])(=[O:20])=[O:19])[CH2:14][CH2:13]3)=[CH:8][C:6]=2[N:7]=1.CC1(C)C(C)(C)OB([C:36]2[CH:37]=[C:38]([CH:42]=[O:43])[CH:39]=[N:40][CH:41]=2)O1. (6) Given the product [C:1]([N:9]1[CH2:13][CH2:12][CH2:11][CH:10]1[C:14]1[CH:19]=[CH:18][N:17]=[C:16]([C:20]2[S:25][C:24]3[CH:26]=[CH:27][CH:28]=[CH:29][C:23]=3[C:22](=[O:30])[N:21]=2)[CH:15]=1)(=[O:8])[C:2]1[CH:7]=[CH:6][CH:5]=[CH:4][CH:3]=1, predict the reactants needed to synthesize it. The reactants are: [C:1]([N:9]1[CH2:13][CH2:12][CH2:11][CH:10]1[C:14]1[CH:19]=[CH:18][N:17]=[C:16]([C:20]#[N:21])[CH:15]=1)(=[O:8])[C:2]1[CH:7]=[CH:6][CH:5]=[CH:4][CH:3]=1.[C:22](OC)(=[O:30])[C:23]1[C:24](=[CH:26][CH:27]=[CH:28][CH:29]=1)[SH:25].C(N(CC)CC)C.